From a dataset of Forward reaction prediction with 1.9M reactions from USPTO patents (1976-2016). Predict the product of the given reaction. (1) Given the reactants [CH2:1]([S:8][C:9]1[CH:14]=[CH:13][CH:12]=[C:11](Br)[C:10]=1[CH:16]([F:18])[F:17])[C:2]1[CH:7]=[CH:6][CH:5]=[CH:4][CH:3]=1.[NH:19]1[CH2:23][CH2:22][CH2:21][C:20]1=[O:24], predict the reaction product. The product is: [CH2:1]([S:8][C:9]1[C:10]([CH:16]([F:18])[F:17])=[C:11]([N:19]2[CH2:23][CH2:22][CH2:21][C:20]2=[O:24])[CH:12]=[CH:13][CH:14]=1)[C:2]1[CH:7]=[CH:6][CH:5]=[CH:4][CH:3]=1. (2) Given the reactants [Br:1][C:2]1[C:3](N)=[N:4][C:5]([Br:9])=[C:6]([Br:8])[CH:7]=1.N([O-])=O.[Na+].N1C=CC=CC=1.[FH:21], predict the reaction product. The product is: [Br:9][C:5]1[C:6]([Br:8])=[CH:7][C:2]([Br:1])=[C:3]([F:21])[N:4]=1.